From a dataset of Catalyst prediction with 721,799 reactions and 888 catalyst types from USPTO. Predict which catalyst facilitates the given reaction. (1) Reactant: Br[C:2]1[C:3]2[N:4]([C:9]([C:13]3[CH:18]=[CH:17][C:16]([Cl:19])=[CH:15][C:14]=3[Cl:20])=[C:10]([CH3:12])[CH:11]=2)[N:5]=[C:6]([CH3:8])[CH:7]=1.C1(PC2C=CC=CC=2)C=CC=CC=1.C([O-])([O-])=O.[Cs+].[Cs+].[CH2:40]([CH:42]([NH2:45])[CH2:43][CH3:44])[CH3:41]. Product: [Cl:20][C:14]1[CH:15]=[C:16]([Cl:19])[CH:17]=[CH:18][C:13]=1[C:9]1[N:4]2[N:5]=[C:6]([CH3:8])[CH:7]=[C:2]([NH:45][CH:42]([CH2:43][CH3:44])[CH2:40][CH3:41])[C:3]2=[CH:11][C:10]=1[CH3:12]. The catalyst class is: 62. (2) Reactant: [F:1][C:2]1[CH:3]=[C:4]([CH:27]=[CH:28][CH:29]=1)[CH2:5][N:6]1[C:18]2[CH2:17][CH2:16][CH:15]([NH:19][C:20](=[O:24])[CH:21]([CH3:23])[CH3:22])[CH2:14][C:13]=2[C:12]2[C:7]1=[CH:8][CH:9]=[C:10]([CH:25]=O)[CH:11]=2.Cl.[CH3:31][O:32][NH2:33]. Product: [F:1][C:2]1[CH:3]=[C:4]([CH:27]=[CH:28][CH:29]=1)[CH2:5][N:6]1[C:18]2[CH2:17][CH2:16][CH:15]([NH:19][C:20](=[O:24])[CH:21]([CH3:22])[CH3:23])[CH2:14][C:13]=2[C:12]2[C:7]1=[CH:8][CH:9]=[C:10]([CH:25]=[N:33][O:32][CH3:31])[CH:11]=2. The catalyst class is: 17. (3) Reactant: [OH:1]O.[F:3][C:4]([F:29])([CH:26]([F:28])[F:27])[CH2:5][O:6][C:7]1[C:12]([C:13]([F:16])([F:15])[F:14])=[CH:11][C:10](B2OC(C)(C)C(C)(C)O2)=[CH:9][N:8]=1. Product: [F:3][C:4]([F:29])([CH:26]([F:28])[F:27])[CH2:5][O:6][C:7]1[N:8]=[CH:9][C:10]([OH:1])=[CH:11][C:12]=1[C:13]([F:16])([F:15])[F:14]. The catalyst class is: 5. (4) Reactant: [F:1][C:2]([F:15])([F:14])[O:3][C:4]1[CH:13]=[CH:12][C:7]2=[N:8][C:9](=[O:11])[N:10]=[C:6]2[CH:5]=1.[H-].[Na+].[C:18](O[C:18]([O:20][C:21]([CH3:24])([CH3:23])[CH3:22])=[O:19])([O:20][C:21]([CH3:24])([CH3:23])[CH3:22])=[O:19]. Product: [C:18]([N:8]1[C:7]2[CH:12]=[CH:13][C:4]([O:3][C:2]([F:1])([F:14])[F:15])=[CH:5][C:6]=2[NH:10][C:9]1=[O:11])([O:20][C:21]([CH3:24])([CH3:23])[CH3:22])=[O:19]. The catalyst class is: 18. (5) Reactant: Br[C:2]1[CH:7]=[CH:6][CH:5]=[CH:4][C:3]=1[CH2:8][CH2:9][OH:10].C([Li])CCC.CCCCCC.[CH2:22]([N:29]1[CH2:34][CH2:33][C:32](=[O:35])[CH2:31][CH2:30]1)[C:23]1[CH:28]=[CH:27][CH:26]=[CH:25][CH:24]=1. Product: [CH2:22]([N:29]1[CH2:34][CH2:33][C:32]([C:2]2[CH:7]=[CH:6][CH:5]=[CH:4][C:3]=2[CH2:8][CH2:9][OH:10])([OH:35])[CH2:31][CH2:30]1)[C:23]1[CH:24]=[CH:25][CH:26]=[CH:27][CH:28]=1. The catalyst class is: 7. (6) Reactant: [CH2:1]([N:3]([CH2:38][CH3:39])[CH2:4][CH2:5][CH2:6][NH:7][C:8]1[N:9]=[C:10]([C:27]2[CH:28]=[C:29]([CH:33]=[C:34]([F:37])[C:35]=2[CH3:36])[C:30](O)=[O:31])[C:11]2[CH:17]=[CH:16][C:15](=[O:18])[N:14]([C:19]3[C:24]([F:25])=[CH:23][CH:22]=[CH:21][C:20]=3[F:26])[C:12]=2[N:13]=1)[CH3:2].CN(C(O[N:48]1N=N[C:50]2[CH:51]=[CH:52][CH:53]=[CH:54][C:49]1=2)=[N+](C)C)C.F[P-](F)(F)(F)(F)F.C(N(CC)CC)C.NC1C=CC=CC=1. Product: [CH2:38]([N:3]([CH2:1][CH3:2])[CH2:4][CH2:5][CH2:6][NH:7][C:8]1[N:9]=[C:10]([C:27]2[CH:28]=[C:29]([CH:33]=[C:34]([F:37])[C:35]=2[CH3:36])[C:30]([NH:48][C:49]2[CH:54]=[CH:53][CH:52]=[CH:51][CH:50]=2)=[O:31])[C:11]2[CH:17]=[CH:16][C:15](=[O:18])[N:14]([C:19]3[C:24]([F:25])=[CH:23][CH:22]=[CH:21][C:20]=3[F:26])[C:12]=2[N:13]=1)[CH3:39]. The catalyst class is: 3.